Dataset: Reaction yield outcomes from USPTO patents with 853,638 reactions. Task: Predict the reaction yield, written as a fraction of the theoretical maximum amount of product (1.0 means a 100% yield; for example, 0.34 means a 34% yield). (1) The reactants are ClCCl.Br[C:5]1[CH:6]=[CH:7][CH:8]=[C:9]2[C:13]=1[C:12](=[O:14])[N:11]([CH2:15][CH2:16][C:17]1[CH:26]=[CH:25][C:24]3[C:19](=[CH:20][CH:21]=[CH:22][CH:23]=3)[N:18]=1)[CH2:10]2.[C:27]([C:29]1[S:33][C:32](B(O)O)=[CH:31][CH:30]=1)#[N:28].C([O-])([O-])=O.[Cs+].[Cs+]. The catalyst is O1CCOCC1. The product is [O:14]=[C:12]1[C:13]2[C:9](=[CH:8][CH:7]=[CH:6][C:5]=2[C:32]2[S:33][C:29]([C:27]#[N:28])=[CH:30][CH:31]=2)[CH2:10][N:11]1[CH2:15][CH2:16][C:17]1[CH:26]=[CH:25][C:24]2[C:19](=[CH:20][CH:21]=[CH:22][CH:23]=2)[N:18]=1. The yield is 0.0800. (2) The reactants are [Cl:1][C:2]1[CH:9]=[C:8]([C:10]([F:13])([F:12])[F:11])[CH:7]=[CH:6][C:3]=1[CH:4]=O.[N+:14]([CH3:17])([O-:16])=[O:15].Cl.CN.C([O-])(=O)C.[Na+]. No catalyst specified. The product is [Cl:1][C:2]1[CH:9]=[C:8]([C:10]([F:13])([F:12])[F:11])[CH:7]=[CH:6][C:3]=1/[CH:4]=[CH:17]/[N+:14]([O-:16])=[O:15]. The yield is 0.332.